Predict which catalyst facilitates the given reaction. From a dataset of Catalyst prediction with 721,799 reactions and 888 catalyst types from USPTO. Product: [F:34][C:2]([F:1])([F:33])[C:3]1[CH:4]=[C:5]([C@H:13]([O:15][C@H:16]2[O:24][CH2:23][C@@H:19]3[CH2:20][N:21]([C:38]4[CH2:43][O:42][CH2:41][C:40](=[O:44])[CH:39]=4)[CH2:22][C@H:18]3[C@@H:17]2[C:25]2[CH:30]=[CH:29][C:28]([F:31])=[CH:27][C:26]=2[CH3:32])[CH3:14])[CH:6]=[C:7]([C:9]([F:12])([F:10])[F:11])[CH:8]=1. Reactant: [F:1][C:2]([F:34])([F:33])[C:3]1[CH:4]=[C:5]([C@H:13]([O:15][C@H:16]2[O:24][CH2:23][C@@H:19]3[CH2:20][NH:21][CH2:22][C@H:18]3[C@@H:17]2[C:25]2[CH:30]=[CH:29][C:28]([F:31])=[CH:27][C:26]=2[CH3:32])[CH3:14])[CH:6]=[C:7]([C:9]([F:12])([F:11])[F:10])[CH:8]=1.C(O[C:38]1[CH2:43][O:42][CH2:41][C:40](=[O:44])[CH:39]=1)C. The catalyst class is: 8.